This data is from Reaction yield outcomes from USPTO patents with 853,638 reactions. The task is: Predict the reaction yield, written as a fraction of the theoretical maximum amount of product (1.0 means a 100% yield; for example, 0.34 means a 34% yield). (1) The reactants are [N+]([C:4]1[CH:5]=C2C(=C[CH:13]=1)C(=O)NN=C2Br)([O-])=O.[N+:16]([C:19]1[CH:28]=[C:27]2[C:22]([C:23]([Br:30])=[N:24][NH:25][C:26]2=[O:29])=[CH:21][CH:20]=1)([O-:18])=[O:17].[H-].[Na+].BrC(C)C. The catalyst is CN(C=O)C. The product is [N+:16]([C:19]1[CH:28]=[C:27]2[C:22]([C:23]([Br:30])=[N:24][N:25]([CH:4]([CH3:5])[CH3:13])[C:26]2=[O:29])=[CH:21][CH:20]=1)([O-:18])=[O:17]. The yield is 0.400. (2) The reactants are [NH2:1][C:2]1[C:7]([CH:8]=[O:9])=[CH:6][CH:5]=[C:4]([CH2:10][O:11]C)[N:3]=1.ClCCl.B(Br)(Br)Br. The catalyst is CO. The product is [NH2:1][C:2]1[C:7]([CH:8]=[O:9])=[CH:6][CH:5]=[C:4]([CH2:10][OH:11])[N:3]=1. The yield is 0.340. (3) The yield is 0.480. The catalyst is C(O)(=O)C. The product is [CH3:17][O:18][C:19]([C:21]1[CH:22]=[N:23][C:15]([CH2:14][O:13][C:10](=[O:12])[CH3:11])=[CH:25][CH:26]=1)=[O:20]. The reactants are C(N(CC)C(C)C)(C)C.[C:10]([O:13][C:14](=O)[CH3:15])(=[O:12])[CH3:11].[CH3:17][O:18][C:19]([C:21]1[CH:22]=[N+:23]([O-])C(C)=[CH:25][CH:26]=1)=[O:20].C(=O)([O-])O.[Na+].